Dataset: Reaction yield outcomes from USPTO patents with 853,638 reactions. Task: Predict the reaction yield, written as a fraction of the theoretical maximum amount of product (1.0 means a 100% yield; for example, 0.34 means a 34% yield). (1) The reactants are [OH:1][C:2]1[N:7]([C:8]2[CH:13]=[CH:12][CH:11]=[CH:10][C:9]=2[N+:14]([O-:16])=[O:15])[C:6](=[O:17])[N:5]([CH2:18][C:19]2[CH:24]=[CH:23][CH:22]=[CH:21][CH:20]=2)[C:4](=[O:25])[C:3]=1[C:26](OCC)=[O:27].C1(CNC([CH:41](C(OCC)=O)[C:42]([O:44]CC)=[O:43])=O)C=CC=CC=1.[H-].[Na+].[N+:54](C1C=CC=CC=1N=C=O)([O-])=O. The catalyst is O1CCOCC1.ClCCl. The product is [OH:1][C:2]1[N:7]([C:8]2[CH:13]=[CH:12][CH:11]=[CH:10][C:9]=2[N+:14]([O-:16])=[O:15])[C:6](=[O:17])[N:5]([CH2:18][C:19]2[CH:24]=[CH:23][CH:22]=[CH:21][CH:20]=2)[C:4](=[O:25])[C:3]=1[C:26]([NH:54][CH2:41][C:42]([OH:44])=[O:43])=[O:27]. The yield is 0.0700. (2) The reactants are C1C(=O)N(Br)C(=O)C1.[Cl:9][C:10]1[N:15]=[C:14]([CH2:16][C:17]([C:19]2[C:20]([F:37])=[C:21]([NH:25][S:26]([C:29]3[CH:34]=[C:33]([F:35])[CH:32]=[CH:31][C:30]=3[F:36])(=[O:28])=[O:27])[CH:22]=[CH:23][CH:24]=2)=O)[CH:13]=[CH:12][N:11]=1.[NH2:38][C:39]([N:41]1[CH2:46][CH2:45][N:44]([C:47]([O:49][C:50]([CH3:53])([CH3:52])[CH3:51])=[O:48])[CH2:43][CH2:42]1)=[S:40].O. The catalyst is CC(N(C)C)=O. The product is [Cl:9][C:10]1[N:15]=[C:14]([C:16]2[S:40][C:39]([N:41]3[CH2:42][CH2:43][N:44]([C:47]([O:49][C:50]([CH3:53])([CH3:52])[CH3:51])=[O:48])[CH2:45][CH2:46]3)=[N:38][C:17]=2[C:19]2[CH:24]=[CH:23][CH:22]=[C:21]([NH:25][S:26]([C:29]3[CH:34]=[C:33]([F:35])[CH:32]=[CH:31][C:30]=3[F:36])(=[O:28])=[O:27])[C:20]=2[F:37])[CH:13]=[CH:12][N:11]=1. The yield is 0.450. (3) The reactants are C([O:3][C:4]([C:6]1[N:7]=[C:8]2[C:13]([C:14]([F:17])([F:16])[F:15])=[CH:12][C:11](Br)=[CH:10][N:9]2[C:19]=1[Cl:20])=[O:5])C.[NH:21]1[CH:25]=[C:24](B2OC(C)(C)C(C)(C)O2)[CH:23]=[N:22]1. The catalyst is [O-]P([O-])([O-])=O.[K+].[K+].[K+].O1CCOCC1.C1C=CC([P]([Pd]([P](C2C=CC=CC=2)(C2C=CC=CC=2)C2C=CC=CC=2)([P](C2C=CC=CC=2)(C2C=CC=CC=2)C2C=CC=CC=2)[P](C2C=CC=CC=2)(C2C=CC=CC=2)C2C=CC=CC=2)(C2C=CC=CC=2)C2C=CC=CC=2)=CC=1. The product is [Cl:20][C:19]1[N:9]2[CH:10]=[C:11]([C:24]3[CH:25]=[N:21][NH:22][CH:23]=3)[CH:12]=[C:13]([C:14]([F:15])([F:16])[F:17])[C:8]2=[N:7][C:6]=1[C:4]([OH:3])=[O:5]. The yield is 0.210. (4) The catalyst is O1CCCC1. The reactants are [Si]([O:18][C:19]1[CH:20]=[CH:21][C:22]([CH2:25][C:26]2([C:31]([O:33][CH2:34][CH3:35])=[O:32])[CH2:30][CH2:29][CH2:28][O:27]2)=[N:23][CH:24]=1)(C(C)(C)C)(C1C=CC=CC=1)C1C=CC=CC=1.[F-].C([N+](CCCC)(CCCC)CCCC)CCC. The yield is 0.790. The product is [OH:18][C:19]1[CH:20]=[CH:21][C:22]([CH2:25][C:26]2([C:31]([O:33][CH2:34][CH3:35])=[O:32])[CH2:30][CH2:29][CH2:28][O:27]2)=[N:23][CH:24]=1. (5) The catalyst is [Pd]. The reactants are [C:1]([C:3]1[N:14]=[C:13]([C:15]([F:18])([F:17])[F:16])[CH:12]=[CH:11][C:4]=1[C:5]([N:7]([O:9][CH3:10])[CH3:8])=[O:6])#[CH:2].CO. The product is [CH2:1]([C:3]1[N:14]=[C:13]([C:15]([F:18])([F:16])[F:17])[CH:12]=[CH:11][C:4]=1[C:5]([N:7]([O:9][CH3:10])[CH3:8])=[O:6])[CH3:2]. The yield is 0.760. (6) The reactants are [CH2:1]([O:3]C(=O)CC(=O)CN(C(OC(C)(C)C)=O)C)[CH3:2].[CH:19]([C:21]1[S:22][C:23]([C:26]([OH:28])=O)=[CH:24][N:25]=1)=O.[NH:29]1[CH2:34][CH2:33][CH2:32][CH2:31][CH2:30]1.[NH2:35]/[C:36](/[CH2:43][C:44]1[CH:49]=[CH:48][C:47]([F:50])=[CH:46][CH:45]=1)=[CH:37]\[C:38]([O:40][CH2:41][CH3:42])=[O:39].[NH:51]1[CH:56]=[CH:55][CH:54]=[CH:53][CH2:52]1.CCN=C=NCCCN(C)C.C1C=[CH:70][C:71]2N(O)N=N[C:72]=2[CH:73]=1.Cl. The catalyst is C(Cl)Cl.CCOCC.O.C1C=CC=CC=1. The product is [C@H:56]1([NH:51][C:26]([C:23]2[S:22][C:21]([C:19]3[C:2]4[C:1](=[O:3])[N:29]5[C@H:31]([C:30]=4[N:35]=[C:36]([CH2:43][C:44]4[CH:45]=[CH:46][C:47]([F:50])=[CH:48][CH:49]=4)[C:37]=3[C:38]([O:40][CH2:41][CH3:42])=[O:39])[CH2:32][CH2:33][CH2:34]5)=[N:25][CH:24]=2)=[O:28])[C:55]2[C:54](=[CH:73][CH:72]=[CH:71][CH:70]=2)[CH2:53][CH2:52]1. The yield is 0.0600. (7) The reactants are [C:1]([OH:10])(=[O:9])[CH2:2][CH2:3][CH2:4][CH2:5][CH2:6][CH2:7][CH3:8].C(=O)(O)[O-].[Na+].S([O-])([O-])(=O)=O.C([N+](CCCC)(CCCC)CCCC)CCC.C([N+](CCCC)(CCCC)CCCC)CCC.S(Cl)(O[CH2:59][Cl:60])(=O)=O. The catalyst is C(Cl)Cl.O. The product is [C:1]([O:10][CH2:59][Cl:60])(=[O:9])[CH2:2][CH2:3][CH2:4][CH2:5][CH2:6][CH2:7][CH3:8]. The yield is 0.800.